This data is from Full USPTO retrosynthesis dataset with 1.9M reactions from patents (1976-2016). The task is: Predict the reactants needed to synthesize the given product. (1) Given the product [C:18]([C:15]1[CH:14]=[C:13]([CH:12]=[C:11]([C:7]([CH3:10])([CH3:9])[CH3:8])[C:16]=1[OH:17])[CH2:22][N:24]1[CH2:27][CH:26]([OH:28])[CH2:25]1)([CH3:21])([CH3:20])[CH3:19], predict the reactants needed to synthesize it. The reactants are: [H-].[Al+3].[Li+].[H-].[H-].[H-].[C:7]([C:11]1[CH:12]=[C:13]([C:22]([N:24]2[CH2:27][CH:26]([OH:28])[CH2:25]2)=O)[CH:14]=[C:15]([C:18]([CH3:21])([CH3:20])[CH3:19])[C:16]=1[OH:17])([CH3:10])([CH3:9])[CH3:8]. (2) Given the product [Cl:1][C:2]1[CH:7]=[CH:6][C:5]([CH2:8][CH2:9][NH:10][C:19]([C:20]2[CH:25]=[CH:24][C:23]([O:26][C:27](=[O:36])[N:28]([CH3:35])[C:29]3[CH:30]=[CH:31][CH:32]=[CH:33][CH:34]=3)=[CH:22][CH:21]=2)=[O:18])=[CH:4][CH:3]=1, predict the reactants needed to synthesize it. The reactants are: [Cl:1][C:2]1[CH:7]=[CH:6][C:5]([CH2:8][CH2:9][NH2:10])=[CH:4][CH:3]=1.O=C1CCC(=O)N1[O:18][C:19](=O)[C:20]1[CH:25]=[CH:24][C:23]([O:26][C:27](=[O:36])[N:28]([CH3:35])[C:29]2[CH:34]=[CH:33][CH:32]=[CH:31][CH:30]=2)=[CH:22][CH:21]=1. (3) Given the product [CH:32]([C:9]1[C:8]([O:7][CH3:6])=[CH:28][C:12]2[CH2:13][C:14]3[CH:27]=[CH:26][CH:25]=[CH:24][C:15]=3[CH:16]([CH2:18][C:19]([O:21][CH2:22][CH3:23])=[O:20])[CH2:17][C:11]=2[CH:10]=1)=[O:33], predict the reactants needed to synthesize it. The reactants are: O=P(Cl)(Cl)Cl.[CH3:6][O:7][C:8]1[CH:9]=[CH:10][C:11]2[CH2:17][CH:16]([CH2:18][C:19]([O:21][CH2:22][CH3:23])=[O:20])[C:15]3[CH:24]=[CH:25][CH:26]=[CH:27][C:14]=3[CH2:13][C:12]=2[CH:28]=1.CN([CH:32]=[O:33])C. (4) Given the product [CH:1]1([CH2:7][CH2:8][CH:9]=[O:10])[CH2:6][CH2:5][CH2:4][CH2:3][CH2:2]1, predict the reactants needed to synthesize it. The reactants are: [CH:1]1([CH2:7][CH2:8][CH2:9][OH:10])[CH2:6][CH2:5][CH2:4][CH2:3][CH2:2]1.CS(C)=O.C(N(CC)C(C)C)(C)C. (5) Given the product [N:30]([CH2:12][CH:13]1[CH2:17][C:16]2[CH:18]=[CH:19][CH:20]=[C:21]([C:22]3[CH:27]=[CH:26][CH:25]=[C:24]([O:28][CH3:29])[CH:23]=3)[C:15]=2[O:14]1)=[N+:31]=[N-:32], predict the reactants needed to synthesize it. The reactants are: CC1C=CC(S(O[CH2:12][CH:13]2[CH2:17][C:16]3[CH:18]=[CH:19][CH:20]=[C:21]([C:22]4[CH:27]=[CH:26][CH:25]=[C:24]([O:28][CH3:29])[CH:23]=4)[C:15]=3[O:14]2)(=O)=O)=CC=1.[N-:30]=[N+:31]=[N-:32].[Na+].N(CC1CC2C=C(Cl)C=C(C3C=CSC=3)C=2O1)=[N+]=[N-]. (6) Given the product [Br:5][C:6]1[CH:11]=[CH:10][CH:9]=[C:8]([Br:12])[C:7]=1[O:13][CH2:3][CH2:2][Br:1], predict the reactants needed to synthesize it. The reactants are: [Br:1][CH2:2][CH2:3]Br.[Br:5][C:6]1[CH:11]=[CH:10][CH:9]=[C:8]([Br:12])[C:7]=1[OH:13].[OH-].[Na+]. (7) Given the product [Cl-:33].[C:1]([C:4]1[C:5]([NH:25][C:26]2[CH:27]=[N:28][CH:29]=[C:30]([F:32])[CH:31]=2)=[N:6][N:7]([C:9]2([CH2:22][C:23]#[N:24])[CH2:10][CH2:11][NH2+:12][CH2:13][CH2:14]2)[CH:8]=1)(=[O:3])[NH2:2], predict the reactants needed to synthesize it. The reactants are: [C:1]([C:4]1[C:5]([NH:25][C:26]2[CH:27]=[N:28][CH:29]=[C:30]([F:32])[CH:31]=2)=[N:6][N:7]([C:9]2([CH2:22][C:23]#[N:24])[CH2:14][CH2:13][N:12](C(OC(C)(C)C)=O)[CH2:11][CH2:10]2)[CH:8]=1)(=[O:3])[NH2:2].[ClH:33].